This data is from Forward reaction prediction with 1.9M reactions from USPTO patents (1976-2016). The task is: Predict the product of the given reaction. Given the reactants [C:1]([C:3]1[CH:8]=[CH:7][C:6]([C:9]2[CH:14]=[C:13]([N:15]3[CH2:20][CH2:19][CH2:18][CH2:17][CH2:16]3)[N:12]=[C:11]([N:21](C)[C:22](=O)C)[N:10]=2)=[CH:5][C:4]=1F)#[N:2].O.[NH2:28][NH2:29], predict the reaction product. The product is: [CH3:22][NH:21][C:11]1[N:10]=[C:9]([C:6]2[CH:5]=[C:4]3[C:3]([C:1]([NH2:2])=[N:28][NH:29]3)=[CH:8][CH:7]=2)[CH:14]=[C:13]([N:15]2[CH2:20][CH2:19][CH2:18][CH2:17][CH2:16]2)[N:12]=1.